The task is: Predict which catalyst facilitates the given reaction.. This data is from Catalyst prediction with 721,799 reactions and 888 catalyst types from USPTO. (1) Reactant: C1(=O)[N:5]([C:6]2[C:7]3[CH:14]=[CH:13][N:12]([C@@H:15]4[O:30][C@H:29]([CH2:31][O:32]C(C5C=CC(C)=CC=5)=O)[C@@H:18]([O:19]C(C5C=CC(C)=CC=5)=O)[C@@:16]4([CH3:42])[OH:17])[C:8]=3[N:9]=[CH:10][N:11]=2)C(=O)C2=CC=CC=C12.C(N)CCC. Product: [NH2:5][C:6]1[C:7]2[CH:14]=[CH:13][N:12]([C@@H:15]3[O:30][C@H:29]([CH2:31][OH:32])[C@@H:18]([OH:19])[C@@:16]3([CH3:42])[OH:17])[C:8]=2[N:9]=[CH:10][N:11]=1. The catalyst class is: 5. (2) The catalyst class is: 13. Reactant: C(OO)(=[O:3])C.[CH3:6][CH:7]([CH2:19][C:20]([CH3:23])([CH3:22])[CH3:21])[CH2:8][CH2:9][O:10][C:11]([CH:13]1[CH2:18][CH2:17][CH:16]=[CH:15][CH2:14]1)=[O:12].O. Product: [CH3:6][CH:7]([CH2:19][C:20]([CH3:22])([CH3:21])[CH3:23])[CH2:8][CH2:9][O:10][C:11]([CH:13]1[CH2:18][CH2:17][CH:16]2[O:3][CH:15]2[CH2:14]1)=[O:12]. (3) Reactant: Br[CH2:2][C:3]([C:5]1[CH:10]=[CH:9][CH:8]=[C:7]([N+:11]([O-:13])=[O:12])[CH:6]=1)=[O:4].[BH4-].[Na+].[OH-].[K+].C(OCC)(=O)C. Product: [N+:11]([C:7]1[CH:6]=[C:5]([CH:3]2[CH2:2][O:4]2)[CH:10]=[CH:9][CH:8]=1)([O-:13])=[O:12]. The catalyst class is: 8. (4) Reactant: [N+:1]([C:4]1[CH:9]=[CH:8][C:7]([CH2:10][CH2:11][CH2:12][NH:13][C:14](=[O:20])[O:15][C:16]([CH3:19])([CH3:18])[CH3:17])=[CH:6][CH:5]=1)([O-])=O. Product: [NH2:1][C:4]1[CH:5]=[CH:6][C:7]([CH2:10][CH2:11][CH2:12][NH:13][C:14](=[O:20])[O:15][C:16]([CH3:18])([CH3:17])[CH3:19])=[CH:8][CH:9]=1. The catalyst class is: 19. (5) Reactant: C(O)(C)C.[BH4-].[Na+].[CH:7]([CH:9]([CH2:16][CH2:17][CH2:18][CH2:19][CH2:20][CH2:21][CH3:22])[CH2:10][CH2:11][C:12](OC)=[O:13])=[O:8].Cl. Product: [CH2:16]([CH:9]([CH2:10][CH2:11][CH2:12][OH:13])[CH2:7][OH:8])[CH2:17][CH2:18][CH2:19][CH2:20][CH2:21][CH3:22]. The catalyst class is: 283. (6) Reactant: [OH:1][CH2:2][C:3]([CH2:15][OH:16])([C:9]1[CH:10]=[N:11][CH:12]=[CH:13][CH:14]=1)[C:4]([O:6][CH2:7][CH3:8])=[O:5].CO[C:19](OC)([CH3:21])[CH3:20].O.C1(C)C=CC(S(O)(=O)=O)=CC=1. Product: [CH3:20][C:19]1([CH3:21])[O:1][CH2:2][C:3]([C:9]2[CH:10]=[N:11][CH:12]=[CH:13][CH:14]=2)([C:4]([O:6][CH2:7][CH3:8])=[O:5])[CH2:15][O:16]1. The catalyst class is: 21. (7) Reactant: [Br:1][C:2]1[CH:7]=[CH:6][C:5]([CH2:8]Br)=[CH:4][CH:3]=1.[CH3:10][NH:11][CH3:12].C(=O)([O-])[O-].[K+].[K+]. Product: [Br:1][C:2]1[CH:7]=[CH:6][C:5]([CH2:8][N:11]([CH3:12])[CH3:10])=[CH:4][CH:3]=1. The catalyst class is: 8.